From a dataset of hERG potassium channel inhibition data for cardiac toxicity prediction from Karim et al.. Regression/Classification. Given a drug SMILES string, predict its toxicity properties. Task type varies by dataset: regression for continuous values (e.g., LD50, hERG inhibition percentage) or binary classification for toxic/non-toxic outcomes (e.g., AMES mutagenicity, cardiotoxicity, hepatotoxicity). Dataset: herg_karim. (1) The molecule is O=C(CNC(=O)c1cccc(C(F)(F)F)c1)NC1CCN(C2CCC(O)(c3ccncc3)CC2)C1. The result is 0 (non-blocker). (2) The compound is Cc1nc2c(c(-c3ccc(Cl)cc3Cl)c1CN)CN(CC(=O)NCc1cccnc1)C2=O. The result is 0 (non-blocker). (3) The compound is COC1COCCC1N[C@@H]1C[C@H]2CN(C(=O)OCCC3CCOCC3)C[C@@]2(C(=O)N2CCc3ncc(C(F)(F)F)cc3C2)C1. The result is 0 (non-blocker). (4) The molecule is CC(=O)N1CC2CN(CCOc3ccc(Oc4nc5ncccc5s4)cc3)CC2C1. The result is 0 (non-blocker). (5) The drug is NC(=O)c1cc(Cl)c2c(Cl)c(C#CC3CC3)n(C3CCCNC3)c2n1. The result is 1 (blocker).